Predict the product of the given reaction. From a dataset of Forward reaction prediction with 1.9M reactions from USPTO patents (1976-2016). (1) The product is: [CH2:1]([O:3][C:4]([C:6]1[N:7]([C:27]2[CH:28]=[CH:29][C:24]([O:23][CH:20]([CH3:22])[CH3:21])=[CH:25][CH:26]=2)[C:8]2[C:13]([C:14]=1[C:15]([F:18])([F:16])[F:17])=[CH:12][C:11]([Cl:19])=[CH:10][CH:9]=2)=[O:5])[CH3:2]. Given the reactants [CH2:1]([O:3][C:4]([C:6]1[NH:7][C:8]2[C:13]([C:14]=1[C:15]([F:18])([F:17])[F:16])=[CH:12][C:11]([Cl:19])=[CH:10][CH:9]=2)=[O:5])[CH3:2].[CH:20]([O:23][C:24]1[CH:29]=[CH:28][C:27](B(O)O)=[CH:26][CH:25]=1)([CH3:22])[CH3:21], predict the reaction product. (2) Given the reactants Br[C:2]1[CH:3]=[N:4][N:5]2[C:10]([C:11]3[CH:12]=[C:13]([NH:17][C:18](=[O:23])[CH2:19][CH:20]([CH3:22])[CH3:21])[CH:14]=[CH:15][CH:16]=3)=[CH:9][CH:8]=[N:7][C:6]=12.[Cl:24][C:25]1[CH:26]=[C:27](B(O)O)[CH:28]=[CH:29][CH:30]=1, predict the reaction product. The product is: [Cl:24][C:25]1[CH:30]=[C:29]([C:2]2[CH:3]=[N:4][N:5]3[C:10]([C:11]4[CH:12]=[C:13]([NH:17][C:18](=[O:23])[CH2:19][CH:20]([CH3:22])[CH3:21])[CH:14]=[CH:15][CH:16]=4)=[CH:9][CH:8]=[N:7][C:6]=23)[CH:28]=[CH:27][CH:26]=1.